From a dataset of Peptide-MHC class I binding affinity with 185,985 pairs from IEDB/IMGT. Regression. Given a peptide amino acid sequence and an MHC pseudo amino acid sequence, predict their binding affinity value. This is MHC class I binding data. The peptide sequence is YLKNYKNFDY. The binding affinity (normalized) is 0.321. The MHC is HLA-A31:01 with pseudo-sequence HLA-A31:01.